This data is from Full USPTO retrosynthesis dataset with 1.9M reactions from patents (1976-2016). The task is: Predict the reactants needed to synthesize the given product. (1) Given the product [C:30]([N:25]1[C:26]([CH:27]2[CH2:29][CH2:28]2)=[C:22]([C:20]2[CH:19]=[C:4]3[C:3]([C@:2]4([CH3:1])[C:8]([CH3:10])([CH3:9])[C@H:5]3[CH2:6][CH2:7]4)=[N:36][N:35]=2)[CH:23]=[N:24]1)([CH3:33])([CH3:32])[CH3:31], predict the reactants needed to synthesize it. The reactants are: [CH3:1][C@@:2]12[C:8]([CH3:10])([CH3:9])[C@@H:5]([CH2:6][CH2:7]1)[C:4](=O)[C:3]2=O.COP([CH2:19][C:20]([C:22]1[CH:23]=[N:24][N:25]([C:30]([CH3:33])([CH3:32])[CH3:31])[C:26]=1[CH:27]1[CH2:29][CH2:28]1)=O)(=O)OC.O.[NH2:35][NH2:36]. (2) The reactants are: O[CH2:2][CH2:3][CH2:4][C@@H:5]1[CH2:10][N:9]([C:11]([O:13][CH2:14][C:15]2[CH:20]=[CH:19][CH:18]=[CH:17][CH:16]=2)=[O:12])[CH2:8][CH2:7][N:6]1C(OC(C)(C)C)=O.[CH3:28][C:29]1[NH:33][N:32]=[C:31]([C:34]([O:36][CH2:37][CH3:38])=[O:35])[CH:30]=1.C(P(C(C)(C)C)C(C)(C)C)(C)(C)C.C1CCN(C(N=NC(N2CCCCC2)=O)=O)CC1.C(=O)([O-])O.[Na+]. Given the product [CH2:37]([O:36][C:34]([C:31]1[N:32]([CH2:2][CH2:3][CH2:4][C@H:5]2[NH:6][CH2:7][CH2:8][N:9]([C:11]([O:13][CH2:14][C:15]3[CH:16]=[CH:17][CH:18]=[CH:19][CH:20]=3)=[O:12])[CH2:10]2)[N:33]=[C:29]([CH3:28])[CH:30]=1)=[O:35])[CH3:38], predict the reactants needed to synthesize it.